This data is from Full USPTO retrosynthesis dataset with 1.9M reactions from patents (1976-2016). The task is: Predict the reactants needed to synthesize the given product. (1) Given the product [CH3:61][O:62][C:63]([C:65]1[C:66]([C:74]2[CH:79]=[C:78]([F:80])[CH:77]=[CH:76][C:75]=2[O:81][CH3:82])=[CH:67][CH:68]=[C:69]([C:71](=[O:73])[CH3:72])[CH:70]=1)=[O:64].[CH3:83][O:84][C:85]([C:87]1[C:88]([C:98]2[CH:103]=[C:102]([F:104])[CH:101]=[CH:100][C:99]=2[O:105][CH3:106])=[CH:89][CH:90]=[C:91]([C:93](=[N:95][O:96][CH3:97])[CH3:94])[CH:92]=1)=[O:86].[CH2:83]([O:84][C:85]([C:87]1[C:88]([C:98]2[CH:103]=[C:102]([F:104])[CH:101]=[CH:100][C:99]=2[O:105][CH3:106])=[CH:89][CH:90]=[C:91]([CH:93]([NH2:95])[CH3:94])[CH:92]=1)=[O:86])[CH3:1], predict the reactants needed to synthesize it. The reactants are: [CH2:1](C1C=C(C(=O)C)C=CC=1C1C=C(F)C=CC=1OC)C=C.C(C1C=C(C(OC)=O)C(O)=CC=1)(=O)C.CON=C(C1C=CC(C2C=C(F)C=CC=2OC)=C(CCC)C=1OC)C.[CH3:61][O:62][C:63]([C:65]1[C:66]([C:74]2[CH:79]=[C:78]([F:80])[CH:77]=[CH:76][C:75]=2[O:81][CH3:82])=[CH:67][CH:68]=[C:69]([C:71](=[O:73])[CH3:72])[CH:70]=1)=[O:64].[CH3:83][O:84][C:85]([C:87]1[C:88]([C:98]2[CH:103]=[C:102]([F:104])[CH:101]=[CH:100][C:99]=2[O:105][CH3:106])=[CH:89][CH:90]=[C:91]([C:93](=[N:95][O:96][CH3:97])[CH3:94])[CH:92]=1)=[O:86].B. (2) Given the product [CH3:31][N:32]1[C:38]([CH3:40])([CH3:39])[C:36](=[O:37])[N:35]([CH2:24][C:21]2[CH:22]=[CH:23][C:18]([C:16]([C:3]3[C:2]([CH3:1])=[CH:11][C:10]4[C:9]([CH3:13])([CH3:12])[CH2:8][CH2:7][C:6]([CH3:15])([CH3:14])[C:5]=4[CH:4]=3)=[CH2:17])=[CH:19][CH:20]=2)[C:33]1=[O:34], predict the reactants needed to synthesize it. The reactants are: [CH3:1][C:2]1[C:3]([C:16]([C:18]2[CH:23]=[CH:22][C:21]([CH2:24]O)=[CH:20][CH:19]=2)=[CH2:17])=[CH:4][C:5]2[C:6]([CH3:15])([CH3:14])[CH2:7][CH2:8][C:9]([CH3:13])([CH3:12])[C:10]=2[CH:11]=1.CS(Cl)(=O)=O.[CH3:31][N:32]1[C:38]([CH3:40])([CH3:39])[C:36](=[O:37])[NH:35][C:33]1=[O:34].[H-].[Na+]. (3) The reactants are: [F:1][CH:2]([F:37])[CH2:3][O:4][C:5]1[CH:10]=[CH:9][C:8]([C:11]([F:14])([F:13])[F:12])=[CH:7][C:6]=1[C:15]1[C:16]2[N:17]([N:21]=[C:22]([NH:24][C:25]3[CH:30]=[CH:29][C:28]([CH:31]4[CH2:36][CH2:35][NH:34][CH2:33][CH2:32]4)=[CH:27][CH:26]=3)[N:23]=2)[CH:18]=[CH:19][CH:20]=1.Cl[CH2:39][C:40]([N:42]([CH3:44])[CH3:43])=[O:41]. Given the product [F:37][CH:2]([F:1])[CH2:3][O:4][C:5]1[CH:10]=[CH:9][C:8]([C:11]([F:12])([F:13])[F:14])=[CH:7][C:6]=1[C:15]1[C:16]2[N:17]([N:21]=[C:22]([NH:24][C:25]3[CH:30]=[CH:29][C:28]([CH:31]4[CH2:32][CH2:33][N:34]([CH2:39][C:40]([N:42]([CH3:44])[CH3:43])=[O:41])[CH2:35][CH2:36]4)=[CH:27][CH:26]=3)[N:23]=2)[CH:18]=[CH:19][CH:20]=1, predict the reactants needed to synthesize it.